Dataset: Full USPTO retrosynthesis dataset with 1.9M reactions from patents (1976-2016). Task: Predict the reactants needed to synthesize the given product. (1) Given the product [NH2:1][C:2]1[N:7]=[CH:6][N:5]=[C:4]2[N:8]([CH2:19][CH2:20][N:21]([CH2:22][C:23]3[O:24][CH:25]=[CH:26][CH:27]=3)[C:28](=[O:31])[CH:29]=[CH2:30])[N:9]=[C:10]([C:11]3[CH:12]=[CH:13][C:14]([Cl:18])=[C:15]([OH:17])[CH:16]=3)[C:3]=12, predict the reactants needed to synthesize it. The reactants are: [NH2:1][C:2]1[N:7]=[CH:6][N:5]=[C:4]2[N:8]([CH2:19][CH2:20][NH:21][CH2:22][C:23]3[O:24][CH:25]=[CH:26][CH:27]=3)[N:9]=[C:10]([C:11]3[CH:12]=[CH:13][C:14]([Cl:18])=[C:15]([OH:17])[CH:16]=3)[C:3]=12.[C:28](Cl)(=[O:31])[CH:29]=[CH2:30]. (2) Given the product [C:13]([C:12]1[CH:2]=[N:3][C:4]([CH3:22])=[C:5]([C:11]=1[N:15]1[CH2:21][CH2:20][CH2:19][NH:18][CH2:17][CH2:16]1)[C:6]([O:8][CH2:9][CH3:10])=[O:7])#[N:14], predict the reactants needed to synthesize it. The reactants are: Cl[C:2]1[C:12]([C:13]#[N:14])=[CH:11][C:5]([C:6]([O:8][CH2:9][CH3:10])=[O:7])=[CH:4][N:3]=1.[NH:15]1[CH2:21][CH2:20][CH2:19][NH:18][CH2:17][CH2:16]1.[CH3:22]CN(C(C)C)C(C)C. (3) Given the product [NH2:23][SiH:2]1[N:6]([C:7]([CH3:14])([CH3:13])[CH2:8][C:9]([CH3:12])([CH3:11])[CH3:10])[CH:5]=[CH:4][N:3]1[C:15]([CH3:22])([CH3:21])[CH2:16][C:17]([CH3:20])([CH3:19])[CH3:18], predict the reactants needed to synthesize it. The reactants are: Cl[SiH:2]1[N:6]([C:7]([CH3:14])([CH3:13])[CH2:8][C:9]([CH3:12])([CH3:11])[CH3:10])[CH:5]=[CH:4][N:3]1[C:15]([CH3:22])([CH3:21])[CH2:16][C:17]([CH3:20])([CH3:19])[CH3:18].[NH3:23]. (4) Given the product [Br:3][C:4]1[CH:5]=[C:6]2[C:10](=[CH:11][CH:12]=1)[N:9]([CH2:20][C:19]1[CH:22]=[CH:23][C:16]([F:15])=[CH:17][CH:18]=1)[CH:8]=[CH:7]2, predict the reactants needed to synthesize it. The reactants are: [H-].[Na+].[Br:3][C:4]1[CH:5]=[C:6]2[C:10](=[CH:11][CH:12]=1)[NH:9][CH:8]=[CH:7]2.[H][H].[F:15][C:16]1[CH:23]=[CH:22][C:19]([CH2:20]Cl)=[CH:18][CH:17]=1. (5) Given the product [Br:1][C:2]1[CH:3]=[N:4][C:5]([N:14]([CH2:15][CH3:16])[CH2:12][CH3:13])=[C:6]([CH:10]=1)[C:7]([OH:9])=[O:8], predict the reactants needed to synthesize it. The reactants are: [Br:1][C:2]1[CH:3]=[N:4][C:5](F)=[C:6]([CH:10]=1)[C:7]([OH:9])=[O:8].[CH2:12]([NH:14][CH2:15][CH3:16])[CH3:13]. (6) Given the product [F:1][C:2]1[CH:3]=[CH:4][C:5]([N:8]2[C:16]3[C:11](=[CH:12][C:13]([O:17][C@H:18]([C:22]4[CH:23]=[CH:24][CH:25]=[CH:26][CH:27]=4)[C@@H:19]([NH:21][C:31](=[O:32])[CH2:30][O:29][CH3:28])[CH3:20])=[CH:14][CH:15]=3)[CH:10]=[N:9]2)=[CH:6][CH:7]=1, predict the reactants needed to synthesize it. The reactants are: [F:1][C:2]1[CH:7]=[CH:6][C:5]([N:8]2[C:16]3[C:11](=[CH:12][C:13]([O:17][C@@H:18]([C:22]4[CH:27]=[CH:26][CH:25]=[CH:24][CH:23]=4)[C@H:19]([NH2:21])[CH3:20])=[CH:14][CH:15]=3)[CH:10]=[N:9]2)=[CH:4][CH:3]=1.[CH3:28][O:29][CH2:30][C:31](Cl)=[O:32]. (7) The reactants are: Br[C:2]1[CH:7]=[CH:6][C:5]([C:8]2[CH:13]=[C:12]([C:14]3[CH:19]=[CH:18][CH:17]=[CH:16][N:15]=3)[N:11]=[C:10]([C:20]3[CH:25]=[CH:24][CH:23]=[C:22]([N:26]4[C:34]5[CH:33]=[CH:32][CH:31]=[CH:30][C:29]=5[C:28]5[CH:35]=[N:36][CH:37]=[CH:38][C:27]4=5)[N:21]=3)[CH:9]=2)=[CH:4][CH:3]=1.[CH:39]1[C:48]2[C:43](=[CH:44][CH:45]=[CH:46][CH:47]=2)[CH:42]=[CH:41][C:40]=1B(O)O.C(=O)([O-])[O-].[K+].[K+].C1(C)C=CC=CC=1. Given the product [CH:47]1[C:48]2[C:43](=[CH:42][CH:41]=[CH:40][CH:39]=2)[CH:44]=[CH:45][C:46]=1[C:2]1[CH:7]=[CH:6][C:5]([C:8]2[CH:13]=[C:12]([C:14]3[CH:19]=[CH:18][CH:17]=[CH:16][N:15]=3)[N:11]=[C:10]([C:20]3[CH:25]=[CH:24][CH:23]=[C:22]([N:26]4[C:34]5[CH:33]=[CH:32][CH:31]=[CH:30][C:29]=5[C:28]5[CH:35]=[N:36][CH:37]=[CH:38][C:27]4=5)[N:21]=3)[CH:9]=2)=[CH:4][CH:3]=1, predict the reactants needed to synthesize it. (8) Given the product [CH2:24]([C:18]1[CH:19]=[CH:20][CH:21]=[C:22]([CH3:23])[C:17]=1[CH2:16][NH:15][C:4]1[C:5]2[N:9]=[C:8]([CH2:10][O:11][CH3:12])[N:7]([CH3:13])[C:6]=2[CH:14]=[C:2]([C:54]([O:56][CH2:31][CH3:32])=[O:53])[CH:3]=1)[CH3:25], predict the reactants needed to synthesize it. The reactants are: Br[C:2]1[CH:3]=[C:4]([NH:15][CH2:16][C:17]2[C:22]([CH3:23])=[CH:21][CH:20]=[CH:19][C:18]=2[CH2:24][CH3:25])[C:5]2[N:9]=[C:8]([CH2:10][O:11][CH3:12])[N:7]([CH3:13])[C:6]=2[CH:14]=1.C(N([CH2:31][CH3:32])CC)C.C1(P(C2C=CC=CC=2)C2C=CC=CC=2)C=CC=CC=1.[C]=[O:53].[CH2:54]([OH:56])C. (9) Given the product [Br:1][C:2]1[CH:3]=[CH:4][C:5]([F:18])=[C:6]([C@@:8]2([CH3:17])[NH:13][C:34](=[O:37])[C:11]([CH3:20])([CH3:12])[S:10](=[O:16])(=[O:15])[CH2:9]2)[CH:7]=1, predict the reactants needed to synthesize it. The reactants are: [Br:1][C:2]1[CH:3]=[CH:4][C:5]([F:18])=[C:6]([C@@:8]2([CH3:17])[NH:13][C:12](=O)[CH2:11][S:10](=[O:16])(=[O:15])[CH2:9]2)[CH:7]=1.F[C:20](F)(F)C(O)=O.FC(F)(F)S(O)(=O)=O.[C:34]([O-:37])([O-])=O.[Na+].[Na+].